This data is from hERG Central: cardiac toxicity at 1µM, 10µM, and general inhibition. The task is: Predict hERG channel inhibition at various concentrations. (1) The drug is O=C(CSc1ccc2nnc(-c3ccccn3)n2n1)NCc1ccc2c(c1)OCO2. Results: hERG_inhib (hERG inhibition (general)): blocker. (2) The molecule is CCOC(=O)C1CCN(C2CCN(C(=O)c3oc4c(F)cccc4c3C)CC2)CC1. Results: hERG_inhib (hERG inhibition (general)): blocker.